Dataset: Full USPTO retrosynthesis dataset with 1.9M reactions from patents (1976-2016). Task: Predict the reactants needed to synthesize the given product. The reactants are: [CH2:1]([O:8][C:9](=[O:24])[C@@H:10]([NH:16][C:17]([O:19][C:20]([CH3:23])([CH3:22])[CH3:21])=[O:18])[CH2:11][CH2:12][C:13]([OH:15])=O)[C:2]1[CH:7]=[CH:6][CH:5]=[CH:4][CH:3]=1.C1C=CC2N(O)N=NC=2C=1.CCN(C(C)C)C(C)C.[CH2:44]([NH2:51])[C:45]1[CH:50]=[CH:49][CH:48]=[CH:47][CH:46]=1. Given the product [CH2:1]([O:8][C:9](=[O:24])[C@@H:10]([NH:16][C:17]([O:19][C:20]([CH3:23])([CH3:22])[CH3:21])=[O:18])[CH2:11][CH2:12][C:13](=[O:15])[NH:51][CH2:44][C:45]1[CH:50]=[CH:49][CH:48]=[CH:47][CH:46]=1)[C:2]1[CH:3]=[CH:4][CH:5]=[CH:6][CH:7]=1, predict the reactants needed to synthesize it.